From a dataset of Peptide-MHC class II binding affinity with 134,281 pairs from IEDB. Regression. Given a peptide amino acid sequence and an MHC pseudo amino acid sequence, predict their binding affinity value. This is MHC class II binding data. (1) The peptide sequence is SEIEEFRDRARVPLT. The MHC is DRB1_0405 with pseudo-sequence DRB1_0405. The binding affinity (normalized) is 0.192. (2) The peptide sequence is MSWQTYVDEHLMCEI. The MHC is DRB1_0401 with pseudo-sequence DRB1_0401. The binding affinity (normalized) is 0.370. (3) The peptide sequence is YQDFIYLLFASMGFKVTT. The MHC is DRB1_0101 with pseudo-sequence DRB1_0101. The binding affinity (normalized) is 0.367. (4) The peptide sequence is TPEAKFDSFVASLTE. The MHC is HLA-DQA10101-DQB10501 with pseudo-sequence HLA-DQA10101-DQB10501. The binding affinity (normalized) is 0.268. (5) The peptide sequence is WMIHTLEALDYKECE. The MHC is HLA-DQA10201-DQB10303 with pseudo-sequence HLA-DQA10201-DQB10303. The binding affinity (normalized) is 0.508. (6) The peptide sequence is CEHLEDGIYGIFQST. The MHC is DRB5_0101 with pseudo-sequence DRB5_0101. The binding affinity (normalized) is 0. (7) The peptide sequence is ARANESATILMTATP. The MHC is DRB1_1101 with pseudo-sequence DRB1_1101. The binding affinity (normalized) is 0.156. (8) The peptide sequence is WCCRSCTMPPVSFHG. The MHC is DRB1_1301 with pseudo-sequence DRB1_1301. The binding affinity (normalized) is 0. (9) The peptide sequence is DLVANQPNLKALREK. The MHC is HLA-DQA10501-DQB10201 with pseudo-sequence HLA-DQA10501-DQB10201. The binding affinity (normalized) is 0.0639.